This data is from Catalyst prediction with 721,799 reactions and 888 catalyst types from USPTO. The task is: Predict which catalyst facilitates the given reaction. (1) Reactant: C(N(CCC)[C:5]1[CH:10]=[CH:9][C:8]([NH:11][C:12](=[O:27])[C:13]2[CH:18]=[CH:17][C:16]([CH2:19][NH:20][CH2:21][C:22]3[NH:23][CH:24]=[CH:25][N:26]=3)=[CH:15][CH:14]=2)=[CH:7][CH:6]=1)CC.[CH2:31]([O:33][C:34]1[C:35]([CH:40]=O)=[N:36][CH:37]=[CH:38][CH:39]=1)[CH3:32].[C:42]([BH3-])#[N:43].[Na+].C(=O)(O)[O-].[Na+]. Product: [CH2:6]([N:43]([CH2:42][C:5]1[CH:6]=[CH:7][C:8]([NH:11][C:12](=[O:27])[C:13]2[CH:14]=[CH:15][C:16]([CH2:19][N:20]([CH2:21][C:22]3[NH:23][CH:24]=[CH:25][N:26]=3)[CH2:40][C:35]3[C:34]([O:33][CH2:31][CH3:32])=[CH:39][CH:38]=[CH:37][N:36]=3)=[CH:17][CH:18]=2)=[CH:9][CH:10]=1)[CH2:7][CH2:8][CH3:9])[CH2:5][CH3:10]. The catalyst class is: 130. (2) Reactant: [CH2:1]([OH:9])[CH2:2][CH2:3][CH2:4][CH2:5][CH2:6][CH2:7][CH3:8].[H-].[Na+].[Br:12][C:13]1[CH:14]=[CH:15][C:16](F)=[C:17]([CH:20]=1)[C:18]#[N:19].O. Product: [Br:12][C:13]1[CH:14]=[CH:15][C:16]([O:9][CH2:1][CH2:2][CH2:3][CH2:4][CH2:5][CH2:6][CH2:7][CH3:8])=[C:17]([CH:20]=1)[C:18]#[N:19]. The catalyst class is: 9. (3) Reactant: [F:1][C:2]1[CH:3]=[C:4]([CH2:9][C:10]([NH:12][C@H:13]([C:15]([OH:17])=O)[CH3:14])=[O:11])[CH:5]=[C:6]([F:8])[CH:7]=1.Cl.[CH3:19][O:20][C:21](=[O:31])[C@H:22]([CH2:24][CH2:25][CH2:26][CH2:27][N:28]([CH3:30])[CH3:29])[NH2:23]. Product: [F:8][C:6]1[CH:5]=[C:4]([CH2:9][C:10]([NH:12][C@H:13]([C:15]([NH:23][C@@H:22]([CH2:24][CH2:25][CH2:26][CH2:27][N:28]([CH3:30])[CH3:29])[C:21]([O:20][CH3:19])=[O:31])=[O:17])[CH3:14])=[O:11])[CH:3]=[C:2]([F:1])[CH:7]=1. The catalyst class is: 100. (4) Product: [C:1]([C:3]1[CH:19]=[CH:18][C:6]([O:7][C:8]2[CH:9]=[CH:10][C:11]3[B:15]([OH:16])[O:14][CH2:13][C:12]=3[CH:17]=2)=[C:5]([CH2:20][OH:21])[CH:4]=1)#[N:2]. Reactant: [C:1]([C:3]1[CH:19]=[CH:18][C:6]([O:7][C:8]2[CH:9]=[CH:10][C:11]3[B:15]([OH:16])[O:14][CH2:13][C:12]=3[CH:17]=2)=[C:5]([CH:20]=[O:21])[CH:4]=1)#[N:2].[BH4-].[Na+]. The catalyst class is: 5.